Dataset: Full USPTO retrosynthesis dataset with 1.9M reactions from patents (1976-2016). Task: Predict the reactants needed to synthesize the given product. (1) Given the product [Cl:22][C:5]1[C:6]([C:10]2[CH:11]=[C:12]3[C:17](=[CH:18][CH:19]=2)[N:16]([CH3:20])[C:15](=[O:21])[CH2:14][CH2:13]3)=[CH:7][N:8]=[CH:9][C:4]=1[CH2:3][NH:2][C:23](=[O:26])[CH2:24][CH3:25], predict the reactants needed to synthesize it. The reactants are: Cl.[NH2:2][CH2:3][C:4]1[C:5]([Cl:22])=[C:6]([C:10]2[CH:11]=[C:12]3[C:17](=[CH:18][CH:19]=2)[N:16]([CH3:20])[C:15](=[O:21])[CH2:14][CH2:13]3)[CH:7]=[N:8][CH:9]=1.[C:23](Cl)(=[O:26])[CH2:24][CH3:25]. (2) Given the product [CH3:1][C:2]1([CH3:9])[CH2:8][C@@H:7]([OH:6])[C@H:5]([NH:18][C@@H:16]([C:10]2[CH:15]=[CH:14][CH:13]=[CH:12][CH:11]=2)[CH3:17])[CH2:4][O:3]1.[CH3:1][C:2]1([CH3:9])[CH2:8][C@H:7]([OH:6])[C@@H:5]([NH:18][C@@H:16]([C:10]2[CH:15]=[CH:14][CH:13]=[CH:12][CH:11]=2)[CH3:17])[CH2:4][O:3]1, predict the reactants needed to synthesize it. The reactants are: [CH3:1][C:2]1([CH3:9])[CH2:8][CH:7]2[CH:5]([O:6]2)[CH2:4][O:3]1.[C:10]1([C@H:16]([NH2:18])[CH3:17])[CH:15]=[CH:14][CH:13]=[CH:12][CH:11]=1. (3) Given the product [CH3:12][N:8]1[C:9](=[O:11])[C:10]2[C:2]([C:31]3[CH:32]=[CH:33][S:29][CH:30]=3)=[C:3]([CH2:18][C:19]3[CH:24]=[CH:23][CH:22]=[CH:21][C:20]=3[C:25]([F:28])([F:27])[F:26])[S:4][C:5]=2[N:6]([CH2:14][CH:15]([CH3:17])[CH3:16])[C:7]1=[O:13], predict the reactants needed to synthesize it. The reactants are: Br[C:2]1[C:10]2[C:9](=[O:11])[N:8]([CH3:12])[C:7](=[O:13])[N:6]([CH2:14][CH:15]([CH3:17])[CH3:16])[C:5]=2[S:4][C:3]=1[CH2:18][C:19]1[CH:24]=[CH:23][CH:22]=[CH:21][C:20]=1[C:25]([F:28])([F:27])[F:26].[S:29]1[CH:33]=[CH:32][C:31](B(O)O)=[CH:30]1.O.O.O.O.O.O.O.O.[OH-].[Ba+2].[OH-]. (4) Given the product [CH2:1]([C:3]1([CH2:17][CH3:18])[C:11]2[C:6](=[CH:7][CH:8]=[C:9]([NH:12][C:19](=[O:21])[CH3:20])[CH:10]=2)[N:5]([CH3:15])[C:4]1=[O:16])[CH3:2], predict the reactants needed to synthesize it. The reactants are: [CH2:1]([C:3]1([CH2:17][CH3:18])[C:11]2[C:6](=[CH:7][CH:8]=[C:9]([N+:12]([O-])=O)[CH:10]=2)[N:5]([CH3:15])[C:4]1=[O:16])[CH3:2].[C:19](O)(=[O:21])[CH3:20]. (5) Given the product [CH2:1]([O:8][CH2:9][CH:10]([CH2:13][CH2:14][CH:15]1[CH2:16][O:18]1)[CH2:11][OH:12])[C:2]1[CH:7]=[CH:6][CH:5]=[CH:4][CH:3]=1, predict the reactants needed to synthesize it. The reactants are: [CH2:1]([O:8][CH2:9][CH:10]([CH2:13][CH2:14][CH:15]=[CH2:16])[CH2:11][OH:12])[C:2]1[CH:7]=[CH:6][CH:5]=[CH:4][CH:3]=1.C([O-])(O)=[O:18].[Na+]. (6) Given the product [C:1]([C:3]1[CH:8]=[CH:7][CH:6]=[C:5]([S:22]([CH3:13])(=[O:25])=[O:23])[N:4]=1)#[N:2], predict the reactants needed to synthesize it. The reactants are: [C:1]([C:3]1[CH:8]=[CH:7][CH:6]=[C:5](SC)[N:4]=1)#[N:2].ClN1C(=O)CC[C:13]1=O.Cl[O-].[Na+].[S:22]([O-:25])([O-])=[O:23].[Na+].[Na+]. (7) Given the product [CH2:28]([O:30][C:31](=[O:48])[CH2:32][C:33]1[CH:38]=[CH:37][C:36]([C:21]2[CH:22]=[CH:23][C:18]([C:17]3[O:16][N:15]=[C:14]([CH3:26])[C:13]=3[NH:12][C:11]([O:10][C@@H:8]([C:3]3[CH:4]=[CH:5][CH:6]=[CH:7][C:2]=3[Cl:1])[CH3:9])=[O:27])=[C:19]([Cl:25])[CH:20]=2)=[CH:35][CH:34]=1)[CH3:29], predict the reactants needed to synthesize it. The reactants are: [Cl:1][C:2]1[CH:7]=[CH:6][CH:5]=[CH:4][C:3]=1[C@H:8]([O:10][C:11](=[O:27])[NH:12][C:13]1[C:14]([CH3:26])=[N:15][O:16][C:17]=1[C:18]1[CH:23]=[CH:22][C:21](Br)=[CH:20][C:19]=1[Cl:25])[CH3:9].[CH2:28]([O:30][C:31](=[O:48])[CH2:32][C:33]1[CH:38]=[CH:37][C:36](B2OC(C)(C)C(C)(C)O2)=[CH:35][CH:34]=1)[CH3:29].